This data is from Reaction yield outcomes from USPTO patents with 853,638 reactions. The task is: Predict the reaction yield, written as a fraction of the theoretical maximum amount of product (1.0 means a 100% yield; for example, 0.34 means a 34% yield). (1) The reactants are [F:1][C:2]1[CH:3]=[C:4]([OH:11])[CH:5]=[CH:6][C:7]=1[N+:8]([O-:10])=[O:9].O[CH:13]1[CH2:18][CH2:17][N:16]([C:19]([O:21][C:22]([CH3:25])([CH3:24])[CH3:23])=[O:20])[CH2:15][CH2:14]1.C1C=CC(P(C2C=CC=CC=2)C2C=CC=CC=2)=CC=1.CC(OC(/N=N/C(OC(C)C)=O)=O)C. The catalyst is C1COCC1. The product is [F:1][C:2]1[CH:3]=[C:4]([CH:5]=[CH:6][C:7]=1[N+:8]([O-:10])=[O:9])[O:11][CH:13]1[CH2:18][CH2:17][N:16]([C:19]([O:21][C:22]([CH3:25])([CH3:24])[CH3:23])=[O:20])[CH2:15][CH2:14]1. The yield is 0.670. (2) The reactants are C[O:2][C:3]([C:5]1[CH:10]=[CH:9][C:8]([C:11]2[CH:16]=[CH:15][C:14]([CH2:17][C@@H:18]3[CH2:22][CH2:21][N:20]([N:23]4[CH2:28][CH2:27][CH:26]([O:29][Si:30]([CH:37]([CH3:39])[CH3:38])([CH:34]([CH3:36])[CH3:35])[CH:31]([CH3:33])[CH3:32])[CH2:25][CH2:24]4)[C:19]3=[O:40])=[C:13]([Cl:41])[CH:12]=2)=[CH:7][CH:6]=1)=[O:4].[Li+].[OH-]. The catalyst is C1COCC1. The product is [Cl:41][C:13]1[CH:12]=[C:11]([C:8]2[CH:7]=[CH:6][C:5]([C:3]([OH:4])=[O:2])=[CH:10][CH:9]=2)[CH:16]=[CH:15][C:14]=1[CH2:17][C@@H:18]1[CH2:22][CH2:21][N:20]([N:23]2[CH2:28][CH2:27][CH:26]([O:29][Si:30]([CH:31]([CH3:32])[CH3:33])([CH:34]([CH3:36])[CH3:35])[CH:37]([CH3:39])[CH3:38])[CH2:25][CH2:24]2)[C:19]1=[O:40]. The yield is 0.980. (3) The reactants are [NH2:1][C:2]1[N:7]=[CH:6][N:5]=[C:4]2[N:8]([CH2:26][C@H:27]3[CH2:31][CH2:30][CH2:29][N:28]3[C:32](=[O:36])[CH2:33][C:34]#[N:35])[N:9]=[C:10]([C:11]3[CH:16]=[CH:15][C:14]([O:17][C:18]4[C:23]([F:24])=[CH:22][CH:21]=[CH:20][C:19]=4[F:25])=[CH:13][CH:12]=3)[C:3]=12.N1[CH2:42][CH2:41][CH2:40][CH2:39]C1. The catalyst is CO.C1(C=O)CC1. The product is [NH2:1][C:2]1[N:7]=[CH:6][N:5]=[C:4]2[N:8]([CH2:26][C@H:27]3[CH2:31][CH2:30][CH2:29][N:28]3[C:32]([C:33](=[CH:39][CH:40]3[CH2:42][CH2:41]3)[C:34]#[N:35])=[O:36])[N:9]=[C:10]([C:11]3[CH:16]=[CH:15][C:14]([O:17][C:18]4[C:23]([F:24])=[CH:22][CH:21]=[CH:20][C:19]=4[F:25])=[CH:13][CH:12]=3)[C:3]=12. The yield is 0.230. (4) The catalyst is C(Cl)Cl. The reactants are [OH:1][CH2:2][CH2:3][C:4]([O:6][CH2:7][C:8]1[CH:13]=[CH:12][CH:11]=[CH:10][CH:9]=1)=[O:5].[O:14]1[CH:19]=[CH:18][CH2:17][CH2:16][CH2:15]1.CC1C=CC(S([O-])(=O)=O)=CC=1.C1C=C[NH+]=CC=1.O. The product is [O:14]1[CH2:19][CH2:18][CH2:17][CH2:16][CH:15]1[O:1][CH2:2][CH2:3][C:4]([O:6][CH2:7][C:8]1[CH:13]=[CH:12][CH:11]=[CH:10][CH:9]=1)=[O:5]. The yield is 0.830. (5) The reactants are [CH3:1][N:2]1[C:7](=[O:8])[C:6]([NH:9][C:10]2[CH:15]=[CH:14][C:13]([N:16]3[CH2:21][CH2:20][N:19]([CH:22]4[CH2:25][O:24][CH2:23]4)[CH2:18][CH2:17]3)=[CH:12][N:11]=2)=[CH:5][C:4]([C:26]2[N:33]=[CH:32][CH:31]=[C:30]([N:34]3[CH2:46][CH2:45][N:37]4[C:38]5[CH2:39][CH2:40][CH2:41][CH2:42][C:43]=5[CH:44]=[C:36]4[C:35]3=[O:47])[C:27]=2[CH:28]=[O:29])=[CH:3]1.[BH4-].[Na+]. The catalyst is CO. The product is [OH:29][CH2:28][C:27]1[C:26]([C:4]2[CH:5]=[C:6]([NH:9][C:10]3[CH:15]=[CH:14][C:13]([N:16]4[CH2:17][CH2:18][N:19]([CH:22]5[CH2:23][O:24][CH2:25]5)[CH2:20][CH2:21]4)=[CH:12][N:11]=3)[C:7](=[O:8])[N:2]([CH3:1])[CH:3]=2)=[N:33][CH:32]=[CH:31][C:30]=1[N:34]1[CH2:46][CH2:45][N:37]2[C:38]3[CH2:39][CH2:40][CH2:41][CH2:42][C:43]=3[CH:44]=[C:36]2[C:35]1=[O:47]. The yield is 0.160. (6) The reactants are [CH2:1]([O:8][C:9](=[O:17])[CH2:10][CH2:11][C@@H:12]([C:14]([OH:16])=[O:15])N)[C:2]1[CH:7]=[CH:6][CH:5]=[CH:4][CH:3]=1.[Br-:18].[Na+].N([O-])=O.[Na+].S(=O)(=O)(O)O. The catalyst is Br.C(OCC)C. The product is [CH2:1]([O:8][C:9](=[O:17])[CH2:10][CH2:11][CH:12]([Br:18])[C:14]([OH:16])=[O:15])[C:2]1[CH:7]=[CH:6][CH:5]=[CH:4][CH:3]=1. The yield is 0.460. (7) The reactants are [N+:1]([C:4]1[CH:5]=[C:6]2[C:10](=[CH:11][CH:12]=1)[NH:9][C:8]([C:13]1[CH:18]=[CH:17][CH:16]=[CH:15][N:14]=1)=[CH:7]2)([O-])=O.Cl[Sn]Cl.O. The yield is 0.200. The catalyst is CCO. The product is [N:14]1[CH:15]=[CH:16][CH:17]=[CH:18][C:13]=1[C:8]1[NH:9][C:10]2[C:6]([CH:7]=1)=[CH:5][C:4]([NH2:1])=[CH:12][CH:11]=2.